From a dataset of Peptide-MHC class II binding affinity with 134,281 pairs from IEDB. Regression. Given a peptide amino acid sequence and an MHC pseudo amino acid sequence, predict their binding affinity value. This is MHC class II binding data. (1) The peptide sequence is LKLTSGKIASCLNDN. The MHC is HLA-DPA10201-DPB10101 with pseudo-sequence HLA-DPA10201-DPB10101. The binding affinity (normalized) is 0.614. (2) The peptide sequence is SSILTDSQTATKRIR. The MHC is DRB1_1101 with pseudo-sequence DRB1_1101. The binding affinity (normalized) is 0.160. (3) The peptide sequence is RKHIEWNCDVCRHGD. The MHC is DRB1_0401 with pseudo-sequence DRB1_0401. The binding affinity (normalized) is 0.219. (4) The peptide sequence is DKCVTVMAPDKPSLD. The MHC is DRB3_0101 with pseudo-sequence DRB3_0101. The binding affinity (normalized) is 0.374.